Dataset: Catalyst prediction with 721,799 reactions and 888 catalyst types from USPTO. Task: Predict which catalyst facilitates the given reaction. (1) Reactant: [CH:1]1([N:5]2[CH2:11][CH2:10][C:9]3=[CH:12][NH:13][N:14]=[C:8]3[CH2:7][CH2:6]2)[CH2:4][CH2:3][CH2:2]1.[H-].[Na+].Br[CH2:18][C:19]1[CH:26]=[CH:25][C:22]([C:23]#[N:24])=[CH:21][CH:20]=1. Product: [CH:1]1([N:5]2[CH2:11][CH2:10][C:9]3=[CH:12][N:13]([CH2:18][C:19]4[CH:26]=[CH:25][C:22]([C:23]#[N:24])=[CH:21][CH:20]=4)[N:14]=[C:8]3[CH2:7][CH2:6]2)[CH2:2][CH2:3][CH2:4]1. The catalyst class is: 405. (2) Product: [CH3:17][O:16][C:14]1[CH:15]=[C:10]([N:5]2[CH2:6][CH2:7][P:2](=[O:8])([CH3:1])[CH2:3][CH2:4]2)[CH:11]=[CH:12][C:13]=1[N+:18]([O-:20])=[O:19]. The catalyst class is: 3. Reactant: [CH3:1][P:2]1(=[O:8])[CH2:7][CH2:6][NH:5][CH2:4][CH2:3]1.F[C:10]1[CH:11]=[CH:12][C:13]([N+:18]([O-:20])=[O:19])=[C:14]([O:16][CH3:17])[CH:15]=1.C([O-])([O-])=O.[K+].[K+].